Dataset: NCI-60 drug combinations with 297,098 pairs across 59 cell lines. Task: Regression. Given two drug SMILES strings and cell line genomic features, predict the synergy score measuring deviation from expected non-interaction effect. (1) Drug 1: C(=O)(N)NO. Drug 2: CC(C)NC(=O)C1=CC=C(C=C1)CNNC.Cl. Cell line: A549. Synergy scores: CSS=0.534, Synergy_ZIP=5.73, Synergy_Bliss=0.870, Synergy_Loewe=-0.669, Synergy_HSA=-0.949. (2) Drug 1: C1=CC(=CC=C1CCC2=CNC3=C2C(=O)NC(=N3)N)C(=O)NC(CCC(=O)O)C(=O)O. Drug 2: CCC1(CC2CC(C3=C(CCN(C2)C1)C4=CC=CC=C4N3)(C5=C(C=C6C(=C5)C78CCN9C7C(C=CC9)(C(C(C8N6C)(C(=O)OC)O)OC(=O)C)CC)OC)C(=O)OC)O.OS(=O)(=O)O. Cell line: K-562. Synergy scores: CSS=62.9, Synergy_ZIP=0.207, Synergy_Bliss=-0.251, Synergy_Loewe=-8.41, Synergy_HSA=1.46. (3) Drug 1: CC1C(C(CC(O1)OC2CC(OC(C2O)C)OC3=CC4=CC5=C(C(=O)C(C(C5)C(C(=O)C(C(C)O)O)OC)OC6CC(C(C(O6)C)O)OC7CC(C(C(O7)C)O)OC8CC(C(C(O8)C)O)(C)O)C(=C4C(=C3C)O)O)O)O. Drug 2: C1=NC2=C(N1)C(=S)N=CN2. Cell line: IGROV1. Synergy scores: CSS=19.3, Synergy_ZIP=-2.96, Synergy_Bliss=-1.42, Synergy_Loewe=-9.88, Synergy_HSA=-1.25. (4) Drug 1: CCN(CC)CCCC(C)NC1=C2C=C(C=CC2=NC3=C1C=CC(=C3)Cl)OC. Drug 2: C1CN(P(=O)(OC1)NCCCl)CCCl. Cell line: COLO 205. Synergy scores: CSS=37.1, Synergy_ZIP=1.82, Synergy_Bliss=-3.26, Synergy_Loewe=-59.8, Synergy_HSA=-8.33. (5) Drug 1: C(CCl)NC(=O)N(CCCl)N=O. Drug 2: C(CN)CNCCSP(=O)(O)O. Cell line: COLO 205. Synergy scores: CSS=1.97, Synergy_ZIP=-7.03, Synergy_Bliss=-6.94, Synergy_Loewe=-3.40, Synergy_HSA=-4.08.